Dataset: Reaction yield outcomes from USPTO patents with 853,638 reactions. Task: Predict the reaction yield, written as a fraction of the theoretical maximum amount of product (1.0 means a 100% yield; for example, 0.34 means a 34% yield). No catalyst specified. The reactants are [F:1][C:2]1[CH:7]=[CH:6][C:5]([C:8]2[C:12]([CH2:13][NH:14][C:15]3[CH:16]=[C:17]([C:20](O)=[O:21])[NH:18][N:19]=3)=[C:11]([CH3:23])[O:10][N:9]=2)=[CH:4][CH:3]=1.[NH3:24]. The product is [F:1][C:2]1[CH:7]=[CH:6][C:5]([C:8]2[C:12]([CH2:13][NH:14][C:15]3[CH:16]=[C:17]([C:20]([NH2:24])=[O:21])[NH:18][N:19]=3)=[C:11]([CH3:23])[O:10][N:9]=2)=[CH:4][CH:3]=1. The yield is 0.290.